The task is: Regression. Given a peptide amino acid sequence and an MHC pseudo amino acid sequence, predict their binding affinity value. This is MHC class I binding data.. This data is from Peptide-MHC class I binding affinity with 185,985 pairs from IEDB/IMGT. The peptide sequence is REVIRIGIAY. The MHC is Mamu-A01 with pseudo-sequence Mamu-A01. The binding affinity (normalized) is 0.